Dataset: Full USPTO retrosynthesis dataset with 1.9M reactions from patents (1976-2016). Task: Predict the reactants needed to synthesize the given product. (1) Given the product [C:23]([O:27][C:28]([N:10]1[C:11]2=[C:12]3[C:17](=[CH:18][CH:19]=[C:20]2[C:8]([C:6]([O:5][C:1]([CH3:4])([CH3:3])[CH3:2])=[O:7])=[C:9]1[CH3:22])[CH:16]=[N:15][C:14]([Cl:21])=[CH:13]3)=[O:29])([CH3:26])([CH3:25])[CH3:24], predict the reactants needed to synthesize it. The reactants are: [C:1]([O:5][C:6]([C:8]1[C:20]2[C:11](=[C:12]3[C:17](=[CH:18][CH:19]=2)[CH:16]=[N:15][C:14]([Cl:21])=[CH:13]3)[NH:10][C:9]=1[CH3:22])=[O:7])([CH3:4])([CH3:3])[CH3:2].[C:23]([O:27][C:28](O[C:28]([O:27][C:23]([CH3:26])([CH3:25])[CH3:24])=[O:29])=[O:29])([CH3:26])([CH3:25])[CH3:24]. (2) Given the product [F:21][C:2]([F:1])([F:20])[C:3]1[C:4]2[N:5]([CH:22]=[CH:23][N:19]=2)[N:6]=[C:7]([C:9]2[CH:14]=[CH:13][C:12]([C:15]([F:18])([F:17])[F:16])=[CH:11][CH:10]=2)[CH:8]=1, predict the reactants needed to synthesize it. The reactants are: [F:1][C:2]([F:21])([F:20])[C:3]1[CH:8]=[C:7]([C:9]2[CH:14]=[CH:13][C:12]([C:15]([F:18])([F:17])[F:16])=[CH:11][CH:10]=2)[N:6]=[N:5][C:4]=1[NH2:19].[CH2:22](OC(OCC)CBr)[CH3:23]. (3) Given the product [Cl:1][C:2]1[CH:7]=[CH:6][C:5]([C:8]([CH3:13])([CH3:12])[C:9]([CH:20]([C:21]([O:23][CH2:24][CH3:25])=[O:22])[C:19]([O:27][CH2:28][CH3:29])=[O:26])=[O:11])=[CH:4][C:3]=1[F:14], predict the reactants needed to synthesize it. The reactants are: [Cl:1][C:2]1[CH:7]=[CH:6][C:5]([C:8]([CH3:13])([CH3:12])[C:9]([OH:11])=O)=[CH:4][C:3]=1[F:14].S(Cl)(Cl)=O.[C:19]([O:27][CH2:28][CH3:29])(=[O:26])[CH2:20][C:21]([O:23][CH2:24][CH3:25])=[O:22].[Mg+2].[Cl-].[Cl-]. (4) Given the product [F:31][C:18]([F:17])([F:30])[C:19]1[NH:20][C:21]2[C:26]([CH:27]=1)=[CH:25][C:24]([CH2:28][NH:29][C:11]([C:2]1[N:3]=[CH:4][C:5]([Cl:39])=[CH:6][N:7]=1)=[O:15])=[CH:23][CH:22]=2, predict the reactants needed to synthesize it. The reactants are: Cl[C:2]1[N:7]=[CH:6][C:5](C(O)=O)=[CH:4][N:3]=1.[C:11](Cl)(=[O:15])C(Cl)=O.[F:17][C:18]([F:31])([F:30])[C:19]1[NH:20][C:21]2[C:26]([CH:27]=1)=[CH:25][C:24]([CH2:28][NH2:29])=[CH:23][CH:22]=2.C(N(CC)CC)C.[Cl:39]CCl. (5) Given the product [CH3:1][C:2]1[CH:3]=[CH:4][C:5]2[NH:10][CH2:9][CH:8]([C:12]3[CH:17]=[CH:16][CH:15]=[CH:14][CH:13]=3)[O:7][C:6]=2[CH:18]=1, predict the reactants needed to synthesize it. The reactants are: [CH3:1][C:2]1[CH:3]=[CH:4][C:5]2[NH:10][C:9](=O)[CH:8]([C:12]3[CH:17]=[CH:16][CH:15]=[CH:14][CH:13]=3)[O:7][C:6]=2[CH:18]=1.B.CSC.Cl.[OH-].[Na+].